This data is from Reaction yield outcomes from USPTO patents with 853,638 reactions. The task is: Predict the reaction yield, written as a fraction of the theoretical maximum amount of product (1.0 means a 100% yield; for example, 0.34 means a 34% yield). (1) The reactants are [Cl:1][C:2]1[CH:3]=[C:4](OS(C(F)(F)F)(=O)=O)[CH:5]=[C:6]([Cl:23])[C:7]=1[CH2:8][C@@H:9]1[CH2:13][CH2:12][N:11]([CH:14]2[CH2:19][CH2:18][C:17]([F:21])([F:20])[CH2:16][CH2:15]2)[C:10]1=[O:22].[CH3:32][O:33][C:34]([C:36]1[CH:41]=[CH:40][C:39](B(O)O)=[CH:38][CH:37]=1)=[O:35].C([O-])([O-])=O.[K+].[K+]. The catalyst is COCCOC.C1C=CC([P]([Pd]([P](C2C=CC=CC=2)(C2C=CC=CC=2)C2C=CC=CC=2)([P](C2C=CC=CC=2)(C2C=CC=CC=2)C2C=CC=CC=2)[P](C2C=CC=CC=2)(C2C=CC=CC=2)C2C=CC=CC=2)(C2C=CC=CC=2)C2C=CC=CC=2)=CC=1. The product is [CH3:32][O:33][C:34]([C:36]1[CH:41]=[CH:40][C:39]([C:4]2[CH:3]=[C:2]([Cl:1])[C:7]([CH2:8][C@@H:9]3[CH2:13][CH2:12][N:11]([CH:14]4[CH2:15][CH2:16][C:17]([F:20])([F:21])[CH2:18][CH2:19]4)[C:10]3=[O:22])=[C:6]([Cl:23])[CH:5]=2)=[CH:38][CH:37]=1)=[O:35]. The yield is 0.570. (2) The reactants are Cl[C:2]1[C:11]2[C:6](=[CH:7][CH:8]=[C:9]([O:12][CH3:13])[CH:10]=2)[N:5]=[C:4]([C:14]2[CH:21]=[CH:20][C:17]([C:18]#[N:19])=[CH:16][CH:15]=2)[CH:3]=1.[F-:22].[Cs+]. The catalyst is [N+](CCCC)(CCCC)(CCCC)CCCC.[Br-].CS(C)=O. The product is [F:22][C:2]1[C:11]2[C:6](=[CH:7][CH:8]=[C:9]([O:12][CH3:13])[CH:10]=2)[N:5]=[C:4]([C:14]2[CH:21]=[CH:20][C:17]([C:18]#[N:19])=[CH:16][CH:15]=2)[CH:3]=1. The yield is 0.317. (3) The yield is 0.970. The catalyst is CO. The product is [C:1]([CH:4]1[CH:14]=[C:13]([OH:15])[CH:12]=[CH:11][CH:5]1/[CH:6]=[CH:7]/[C:8]([OH:10])=[O:9])(=[O:3])[CH3:2]. The reactants are [C:1]([C:4]1[CH:14]=[C:13]([OH:15])[CH:12]=[CH:11][C:5]=1/[CH:6]=[CH:7]/[C:8]([OH:10])=[O:9])(=[O:3])[CH3:2]. (4) The reactants are [F:1][CH:2]1[CH2:6][N:5]([C@@H](C2C=CC=CC=2)C)[CH2:4][C@@:3]1([CH3:22])[C:15]([O:17][C:18]([CH3:21])([CH3:20])[CH3:19])=[O:16].[CH2:23]([O:30][C:31](Cl)=[O:32])[C:24]1[CH:29]=[CH:28][CH:27]=[CH:26][CH:25]=1. The catalyst is ClCCl. The product is [CH2:23]([O:30][C:31]([N:5]1[CH2:6][CH:2]([F:1])[C@:3]([CH3:22])([C:15]([O:17][C:18]([CH3:21])([CH3:20])[CH3:19])=[O:16])[CH2:4]1)=[O:32])[C:24]1[CH:29]=[CH:28][CH:27]=[CH:26][CH:25]=1. The yield is 0.770. (5) The reactants are Br[C:2]1[CH:3]=[C:4]2[N:9]([CH:10]=1)[N:8]=[CH:7][N:6]=[C:5]2[OH:11].Br[C:13]1[CH:14]=[C:15]([C:18](OC)=O)[NH:16][CH:17]=1.N1C=CC=C(B(O)O)C=1. The catalyst is CN(C=O)C.C([O-])([O-])=O.[K+].[K+].C1C=CC([P]([Pd]([P](C2C=CC=CC=2)(C2C=CC=CC=2)C2C=CC=CC=2)([P](C2C=CC=CC=2)(C2C=CC=CC=2)C2C=CC=CC=2)[P](C2C=CC=CC=2)(C2C=CC=CC=2)C2C=CC=CC=2)(C2C=CC=CC=2)C2C=CC=CC=2)=CC=1. The product is [N:16]1[CH:17]=[CH:13][CH:14]=[C:18]([C:2]2[CH:3]=[C:4]3[N:9]([CH:10]=2)[N:8]=[CH:7][N:6]=[C:5]3[OH:11])[CH:15]=1. The yield is 0.650. (6) The reactants are [C:1]1([OH:7])[CH:6]=[CH:5][CH:4]=[CH:3][CH:2]=1.[CH2:8]([NH2:11])[CH:9]=C.C=O. No catalyst specified. The product is [O:7]1[C:1]2[CH:6]=[CH:5][CH:4]=[CH:3][C:2]=2[CH:9]=[CH:8][NH:11]1. The yield is 0.821. (7) The reactants are [CH3:1][S:2]([C:11]1[CH:16]=[CH:15][C:14]([CH2:17][CH2:18][C:19]([O:21][CH3:22])=[O:20])=[CH:13][CH:12]=1)(=[N:4]C(=O)C(F)(F)F)=[O:3].C([O-])([O-])=O.[K+].[K+]. The catalyst is CO. The product is [CH3:1][S:2]([C:11]1[CH:12]=[CH:13][C:14]([CH2:17][CH2:18][C:19]([O:21][CH3:22])=[O:20])=[CH:15][CH:16]=1)(=[NH:4])=[O:3]. The yield is 0.930.